Dataset: Catalyst prediction with 721,799 reactions and 888 catalyst types from USPTO. Task: Predict which catalyst facilitates the given reaction. (1) Reactant: [NH2:1][C:2]1[N:7]=[CH:6][C:5]([C@@H:8]2[CH2:12][CH2:11][N:10]([C:13]([O:15][C:16]([CH3:19])([CH3:18])[CH3:17])=[O:14])[CH2:9]2)=[CH:4][CH:3]=1.Br[C:21]1[C:22](=[O:29])[N:23]([CH3:28])[N:24]=[C:25]([Cl:27])[CH:26]=1.C1(P(C2C=CC=CC=2)C2C3OC4C(=CC=CC=4P(C4C=CC=CC=4)C4C=CC=CC=4)C(C)(C)C=3C=CC=2)C=CC=CC=1.C(=O)([O-])[O-].[Cs+].[Cs+]. Product: [Cl:27][C:25]1[CH:26]=[C:21]([NH:1][C:2]2[N:7]=[CH:6][C:5]([C@@H:8]3[CH2:12][CH2:11][N:10]([C:13]([O:15][C:16]([CH3:19])([CH3:18])[CH3:17])=[O:14])[CH2:9]3)=[CH:4][CH:3]=2)[C:22](=[O:29])[N:23]([CH3:28])[N:24]=1. The catalyst class is: 62. (2) Reactant: [NH:1]1[C:5]2C=CC=N[C:4]=2[C:3]([C:10]([O:12]C(C)(C)C)=[O:11])=[N:2]1. Product: [NH:1]1[C:5]2=[N:1][CH:5]=[CH:4][CH:3]=[C:4]2[C:3]([C:10]([OH:12])=[O:11])=[N:2]1. The catalyst class is: 76. (3) Reactant: [H-].[Na+].[C:3]([N:11]1[CH2:14][C:13]([CH2:18][OH:19])([C:15]([OH:17])=[O:16])[CH2:12]1)(=[O:10])[C:4]1[CH:9]=[CH:8][CH:7]=[CH:6][CH:5]=1.Cl[C:21]1[CH:26]=[N:25][C:24]([C:27]2[CH:32]=[CH:31][CH:30]=[CH:29][CH:28]=2)=[CH:23][N:22]=1. Product: [C:3]([N:11]1[CH2:14][C:13]([CH2:18][O:19][C:21]2[CH:26]=[N:25][C:24]([C:27]3[CH:32]=[CH:31][CH:30]=[CH:29][CH:28]=3)=[CH:23][N:22]=2)([C:15]([OH:17])=[O:16])[CH2:12]1)(=[O:10])[C:4]1[CH:9]=[CH:8][CH:7]=[CH:6][CH:5]=1. The catalyst class is: 58. (4) The catalyst class is: 3. Product: [Br:16][C:15]1[CH:14]=[CH:13][C:12]([OH:17])=[C:11]([O:19][CH2:1][C:2]2[CH:7]=[CH:6][CH:5]=[CH:4][CH:3]=2)[C:10]=1[Cl:9]. Reactant: [CH2:1](Br)[C:2]1[CH:7]=[CH:6][CH:5]=[CH:4][CH:3]=1.[Cl:9][C:10]1[CH:11]=[C:12]([OH:17])[CH:13]=[CH:14][C:15]=1[Br:16].C([O-])([O-])=[O:19].[K+].[K+].Cl.